Task: Predict the reactants needed to synthesize the given product.. Dataset: Full USPTO retrosynthesis dataset with 1.9M reactions from patents (1976-2016) Given the product [CH2:1]([O:3][C:4]([C:5]1[CH:10]=[CH:9][C:8]([C:19]2[CH:18]=[CH:17][CH:16]=[C:15]([CH:13]=[O:14])[CH:20]=2)=[CH:7][CH:6]=1)=[O:12])[CH3:2], predict the reactants needed to synthesize it. The reactants are: [CH2:1]([O:3][C:4](=[O:12])[C:5]1[CH:10]=[CH:9][C:8](Br)=[CH:7][CH:6]=1)[CH3:2].[CH:13]([C:15]1[CH:16]=[C:17](B(O)O)[CH:18]=[CH:19][CH:20]=1)=[O:14].C([O-])([O-])=O.[K+].[K+].